From a dataset of Peptide-MHC class II binding affinity with 134,281 pairs from IEDB. Regression. Given a peptide amino acid sequence and an MHC pseudo amino acid sequence, predict their binding affinity value. This is MHC class II binding data. (1) The peptide sequence is LVGPTPINIIGRNLLTQIGC. The MHC is DRB1_1302 with pseudo-sequence DRB1_1302. The binding affinity (normalized) is 0.614. (2) The peptide sequence is VSSAVPTSWVPQGRT. The MHC is DRB1_0901 with pseudo-sequence DRB1_0901. The binding affinity (normalized) is 0.242. (3) The peptide sequence is KFPELGMNPSHCNEM. The MHC is DRB1_0301 with pseudo-sequence DRB1_0301. The binding affinity (normalized) is 0.